From a dataset of Reaction yield outcomes from USPTO patents with 853,638 reactions. Predict the reaction yield, written as a fraction of the theoretical maximum amount of product (1.0 means a 100% yield; for example, 0.34 means a 34% yield). (1) The reactants are CCN(C(C)C)C(C)C.Cl[C:11]1[CH:12]=[CH:13][C:14]2[N:15]([C:17]([C:20]([F:23])([F:22])[F:21])=[N:18][N:19]=2)[N:16]=1.[NH:24]1[CH2:29][CH2:28][CH:27]([C:30]2[CH:35]=[CH:34][C:33]([OH:36])=[CH:32][CH:31]=2)[CH2:26][CH2:25]1. The catalyst is CN(C=O)C. The product is [F:21][C:20]([F:23])([F:22])[C:17]1[N:15]2[N:16]=[C:11]([N:24]3[CH2:29][CH2:28][CH:27]([C:30]4[CH:31]=[CH:32][C:33]([OH:36])=[CH:34][CH:35]=4)[CH2:26][CH2:25]3)[CH:12]=[CH:13][C:14]2=[N:19][N:18]=1. The yield is 0.910. (2) The reactants are [Cl:1][C:2]1[CH:11]=[CH:10][CH:9]=[C:8]2[C:3]=1[C:4](=[O:21])[N:5]([C:14]1[CH:19]=[CH:18][CH:17]=[CH:16][C:15]=1[F:20])[C:6]([CH2:12]Cl)=[N:7]2.O.[SH:23][C:24]1[N:32]=[CH:31][N:30]=[C:29]2[C:25]=1[NH:26][CH:27]=[N:28]2.C([O-])([O-])=O.[K+].[K+]. The catalyst is CN(C=O)C. The product is [Cl:1][C:2]1[CH:11]=[CH:10][CH:9]=[C:8]2[C:3]=1[C:4](=[O:21])[N:5]([C:14]1[CH:19]=[CH:18][CH:17]=[CH:16][C:15]=1[F:20])[C:6]([CH2:12][S:23][C:24]1[N:32]=[CH:31][N:30]=[C:29]3[C:25]=1[N:26]=[CH:27][NH:28]3)=[N:7]2. The yield is 0.840.